From a dataset of Full USPTO retrosynthesis dataset with 1.9M reactions from patents (1976-2016). Predict the reactants needed to synthesize the given product. Given the product [F:18][C:17]([F:19])([F:20])[C:16]([NH:15][C@H:10]1[CH2:11][CH2:12][CH2:13][CH2:14][C@H:9]1[NH:8][C:25](=[O:26])[O:27][C:28]([CH3:31])([CH3:30])[CH3:29])=[O:21], predict the reactants needed to synthesize it. The reactants are: C(N(CC)CC)C.[NH2:8][C@H:9]1[CH2:14][CH2:13][CH2:12][CH2:11][C@H:10]1[NH:15][C:16](=[O:21])[C:17]([F:20])([F:19])[F:18].CCO.[C:25](O[C:25]([O:27][C:28]([CH3:31])([CH3:30])[CH3:29])=[O:26])([O:27][C:28]([CH3:31])([CH3:30])[CH3:29])=[O:26].